Dataset: Forward reaction prediction with 1.9M reactions from USPTO patents (1976-2016). Task: Predict the product of the given reaction. (1) Given the reactants [F:1][C:2]1[CH:24]=[CH:23][CH:22]=[C:21]([F:25])[C:3]=1[CH2:4][O:5][C:6]1[N:11]2[N:12]=[C:13]([CH3:18])[C:14]([C:15](O)=[O:16])=[C:10]2[CH:9]=[C:8]([O:19][CH3:20])[CH:7]=1.Cl.CN(C)CCCN=C=NCC.ON1C2N=CC=CC=2N=N1.C(N(CC)C(C)C)(C)C.[NH2:57][CH2:58][C:59]([NH:64][C:65](=[O:71])[O:66][C:67]([CH3:70])([CH3:69])[CH3:68])([CH3:63])[CH2:60][CH2:61][CH3:62], predict the reaction product. The product is: [C:67]([O:66][C:65](=[O:71])[NH:64][C:59]([CH3:63])([CH2:60][CH2:61][CH3:62])[CH2:58][NH:57][C:15]([C:14]1[C:13]([CH3:18])=[N:12][N:11]2[C:6]([O:5][CH2:4][C:3]3[C:21]([F:25])=[CH:22][CH:23]=[CH:24][C:2]=3[F:1])=[CH:7][C:8]([O:19][CH3:20])=[CH:9][C:10]=12)=[O:16])([CH3:70])([CH3:69])[CH3:68]. (2) Given the reactants [NH2:1][C:2]1[CH:7]=[CH:6][CH:5]=[CH:4][CH:3]=1.[Cl-].[F:9][C:10]1[CH:15]=[CH:14][C:13]([N+]#N)=[CH:12][CH:11]=1, predict the reaction product. The product is: [F:9][C:10]1[CH:15]=[CH:14][C:13]([C:3]2[C:2]([NH2:1])=[CH:7][CH:6]=[CH:5][CH:4]=2)=[CH:12][CH:11]=1.[F:9][C:10]1[CH:15]=[CH:14][C:13]([C:5]2[CH:6]=[CH:7][C:2]([NH2:1])=[CH:3][CH:4]=2)=[CH:12][CH:11]=1. (3) The product is: [CH3:46][N:24]1[C:25]([NH:26][C:27]([C:34]2[CH:35]=[CH:36][CH:37]=[CH:38][CH:39]=2)([C:40]2[CH:45]=[CH:44][CH:43]=[CH:42][CH:41]=2)[C:28]2[CH:33]=[CH:32][CH:31]=[CH:30][CH:29]=2)=[C:21]([NH:20][C:19]2[C:16](=[O:15])[C:17](=[O:48])[C:18]=2[NH:1][CH2:2][CH2:3][CH2:4][NH:5][C:6](=[O:12])[O:7][C:8]([CH3:9])([CH3:11])[CH3:10])[CH:22]=[N:23]1. Given the reactants [NH2:1][CH2:2][CH2:3][CH2:4][NH:5][C:6](=[O:12])[O:7][C:8]([CH3:11])([CH3:10])[CH3:9].C([O:15][C:16]1[C:17](=[O:48])[C:18](=O)[C:19]=1[NH:20][C:21]1[CH:22]=[N:23][N:24]([CH3:46])[C:25]=1[NH:26][C:27]([C:40]1[CH:45]=[CH:44][CH:43]=[CH:42][CH:41]=1)([C:34]1[CH:39]=[CH:38][CH:37]=[CH:36][CH:35]=1)[C:28]1[CH:33]=[CH:32][CH:31]=[CH:30][CH:29]=1)C.C(N(CC)CC)C.C(OCC)C, predict the reaction product. (4) Given the reactants [Cl:1][C:2]1[N:9]=[C:8]([N:10]([CH2:12][CH2:13][CH2:14][OH:15])[CH3:11])[C:7]([F:16])=[CH:6][C:3]=1[C:4]#[N:5].O[C:18]1[CH:19]=[C:20]2[C:24](=[CH:25][CH:26]=1)[C@H:23]([CH2:27][C:28]([O:30][CH2:31][CH3:32])=[O:29])[CH2:22][CH2:21]2.C1C=CC(P(C2C=CC=CC=2)C2C=CC=CC=2)=CC=1.C1CCN(C(N=NC(N2CCCCC2)=O)=O)CC1, predict the reaction product. The product is: [Cl:1][C:2]1[N:9]=[C:8]([N:10]([CH3:11])[CH2:12][CH2:13][CH2:14][O:15][C:18]2[CH:19]=[C:20]3[C:24](=[CH:25][CH:26]=2)[C@H:23]([CH2:27][C:28]([O:30][CH2:31][CH3:32])=[O:29])[CH2:22][CH2:21]3)[C:7]([F:16])=[CH:6][C:3]=1[C:4]#[N:5]. (5) Given the reactants C([O:8][C:9]1[CH:10]=[CH:11][C:12]([C@@H:20]([O:34][Si:35]([C:38]([CH3:41])([CH3:40])[CH3:39])([CH3:37])[CH3:36])[CH2:21][NH:22][C@H:23]([CH3:33])[CH2:24][C:25]2[CH:30]=[CH:29][CH:28]=[C:27]([CH2:31][OH:32])[CH:26]=2)=[C:13]2[C:18]=1[NH:17][C:16](=[O:19])[CH:15]=[CH:14]2)C1C=CC=CC=1.[H][H], predict the reaction product. The product is: [Si:35]([O:34][C@H:20]([C:12]1[CH:11]=[CH:10][C:9]([OH:8])=[C:18]2[C:13]=1[CH:14]=[CH:15][C:16](=[O:19])[NH:17]2)[CH2:21][NH:22][C@H:23]([CH3:33])[CH2:24][C:25]1[CH:30]=[CH:29][CH:28]=[C:27]([CH2:31][OH:32])[CH:26]=1)([C:38]([CH3:41])([CH3:39])[CH3:40])([CH3:37])[CH3:36]. (6) Given the reactants F[C:2]1[CH:7]=[C:6]([CH3:8])[C:5]([N+:9]([O-])=O)=[CH:4][N:3]=1.Cl.[CH:13]12[NH:19][CH:16]([CH2:17][CH2:18]1)[CH2:15][CH2:14]2.C(N(CC)CC)C, predict the reaction product. The product is: [CH:16]12[N:19]([C:2]3[N:3]=[CH:4][C:5]([NH2:9])=[C:6]([CH3:8])[CH:7]=3)[CH:13]([CH2:18][CH2:17]1)[CH2:14][CH2:15]2. (7) Given the reactants [NH2:1][C:2]1([CH2:7][OH:8])[CH2:6][CH2:5][CH2:4][CH2:3]1.C(O)(C(F)(F)F)=O.[C:16]1(=O)[CH2:21][CH2:20][CH2:19][CH2:18][CH2:17]1.S([O-])([O-])(=O)=O.[Na+].[Na+], predict the reaction product. The product is: [CH2:6]1[C:2]2([NH:1][C:16]3([CH2:21][CH2:20][CH2:19][CH2:18][CH2:17]3)[O:8][CH2:7]2)[CH2:3][CH2:4][CH2:5]1. (8) Given the reactants [Cl:1][C:2]1[CH:3]=[C:4]([CH3:33])[C:5]([CH2:8][N:9]([CH2:16][C:17]2[C:22]([C:23]([C:26]3[CH:31]=[CH:30][C:29]([F:32])=[CH:28][CH:27]=3)([CH3:25])[CH3:24])=[CH:21][CH:20]=[CH:19][N:18]=2)[CH:10]2[CH2:15][CH2:14][NH:13][CH2:12][CH2:11]2)=[N:6][CH:7]=1.[NH:34]1[CH:38]=[CH:37][N:36]=[C:35]1[NH:39][C:40](N1C=CN=C1)=[O:41].CCN(C(C)C)C(C)C, predict the reaction product. The product is: [NH:34]1[CH:38]=[CH:37][N:36]=[C:35]1[NH:39][C:40]([N:13]1[CH2:14][CH2:15][CH:10]([N:9]([CH2:8][C:5]2[C:4]([CH3:33])=[CH:3][C:2]([Cl:1])=[CH:7][N:6]=2)[CH2:16][C:17]2[C:22]([C:23]([C:26]3[CH:31]=[CH:30][C:29]([F:32])=[CH:28][CH:27]=3)([CH3:25])[CH3:24])=[CH:21][CH:20]=[CH:19][N:18]=2)[CH2:11][CH2:12]1)=[O:41]. (9) Given the reactants C(OC([N:8]1[CH2:12][CH2:11][C@H:10]([C:13](=[O:40])[NH:14][C@:15]2([C:20]([NH:22][S:23]([C:26]3[CH:31]=[CH:30][CH:29]=[C:28]([O:32][CH2:33][C:34]4[CH:39]=[CH:38][CH:37]=[CH:36][CH:35]=4)[CH:27]=3)(=[O:25])=[O:24])=[O:21])[CH2:17][C@H:16]2[CH:18]=[CH2:19])[CH2:9]1)=O)(C)(C)C.Cl, predict the reaction product. The product is: [CH2:33]([O:32][C:28]1[CH:27]=[C:26]([S:23]([NH:22][C:20]([C@@:15]2([NH:14][C:13]([C@H:10]3[CH2:11][CH2:12][NH:8][CH2:9]3)=[O:40])[CH2:17][C@H:16]2[CH:18]=[CH2:19])=[O:21])(=[O:25])=[O:24])[CH:31]=[CH:30][CH:29]=1)[C:34]1[CH:35]=[CH:36][CH:37]=[CH:38][CH:39]=1. (10) Given the reactants [F:1][C:2]1[C:3]([CH3:32])=[C:4]([N:8]2[C:12]([S:13]([C:16]3[CH:17]=[N:18][CH:19]=[CH:20][CH:21]=3)(=[O:15])=[O:14])=[CH:11][C:10]([CH2:22][N:23](C)[C:24](=O)OC(C)(C)C)=[N:9]2)[CH:5]=[CH:6][CH:7]=1.[C:33]([O:36]CC)(=[O:35])[CH3:34].[C:39]([O:42]CC)(=[O:41])[CH3:40].Cl, predict the reaction product. The product is: [C:39]([OH:42])(=[O:41])/[CH:40]=[CH:34]/[C:33]([OH:36])=[O:35].[F:1][C:2]1[C:3]([CH3:32])=[C:4]([N:8]2[C:12]([S:13]([C:16]3[CH:17]=[N:18][CH:19]=[CH:20][CH:21]=3)(=[O:15])=[O:14])=[CH:11][C:10]([CH2:22][NH:23][CH3:24])=[N:9]2)[CH:5]=[CH:6][CH:7]=1.